Dataset: Reaction yield outcomes from USPTO patents with 853,638 reactions. Task: Predict the reaction yield, written as a fraction of the theoretical maximum amount of product (1.0 means a 100% yield; for example, 0.34 means a 34% yield). (1) The reactants are [CH2:1]([O:8][C:9]1[CH:18]=[CH:17][C:12]([C:13]([O:15][CH3:16])=[O:14])=[CH:11][C:10]=1Br)[C:2]1[CH:7]=[CH:6][CH:5]=[CH:4][CH:3]=1.C(=O)([O-])[O-].[Cs+].[Cs+].[CH3:26]/[C:27](/B(O)O)=[CH:28]/[CH3:29].O. The catalyst is O1CCCC1. The product is [CH2:1]([O:8][C:9]1[CH:18]=[CH:17][C:12]([C:13]([O:15][CH3:16])=[O:14])=[CH:11][C:10]=1/[C:27](/[CH3:26])=[CH:28]\[CH3:29])[C:2]1[CH:7]=[CH:6][CH:5]=[CH:4][CH:3]=1. The yield is 0.410. (2) The reactants are [CH:1]1([C:4]2[CH:8]=[C:7]([NH:9][C:10](=[O:18])OC3C=CC=CC=3)[N:6]([C:19]3[CH:24]=[CH:23][CH:22]=[CH:21][CH:20]=3)[N:5]=2)[CH2:3][CH2:2]1.[CH3:25][O:26][C:27]1[CH:28]=[C:29]2[C:34](=[CH:35][C:36]=1[O:37][CH3:38])[N:33]=[CH:32][N:31]=[C:30]2[O:39][C:40]1[CH:41]=[C:42]([CH:44]=[CH:45][CH:46]=1)[NH2:43].O. The catalyst is CS(C)=O. The product is [CH:1]1([C:4]2[CH:8]=[C:7]([NH:9][C:10]([NH:43][C:42]3[CH:44]=[CH:45][CH:46]=[C:40]([O:39][C:30]4[C:29]5[C:34](=[CH:35][C:36]([O:37][CH3:38])=[C:27]([O:26][CH3:25])[CH:28]=5)[N:33]=[CH:32][N:31]=4)[CH:41]=3)=[O:18])[N:6]([C:19]3[CH:20]=[CH:21][CH:22]=[CH:23][CH:24]=3)[N:5]=2)[CH2:2][CH2:3]1. The yield is 0.330.